From a dataset of Full USPTO retrosynthesis dataset with 1.9M reactions from patents (1976-2016). Predict the reactants needed to synthesize the given product. (1) Given the product [Cl:27][C:21]1[CH:22]=[CH:23][CH:24]=[C:25]([Cl:26])[C:20]=1[CH:14]1[C:15]([C:16]([O:18][CH3:19])=[O:17])=[C:10]([CH2:9][CH2:8][C:3]2[CH:4]=[CH:5][CH:6]=[CH:7][C:2]=2[NH:1][S:46]([C:45]([F:58])([F:57])[F:44])(=[O:48])=[O:47])[NH:11][C:12]([CH2:32][C:33]([O:35][CH3:36])=[O:34])=[C:13]1[C:28]([O:30][CH3:31])=[O:29], predict the reactants needed to synthesize it. The reactants are: [NH2:1][C:2]1[CH:7]=[CH:6][CH:5]=[CH:4][C:3]=1[CH2:8][CH2:9][C:10]1[NH:11][C:12]([CH2:32][C:33]([O:35][CH3:36])=[O:34])=[C:13]([C:28]([O:30][CH3:31])=[O:29])[CH:14]([C:20]2[C:25]([Cl:26])=[CH:24][CH:23]=[CH:22][C:21]=2[Cl:27])[C:15]=1[C:16]([O:18][CH3:19])=[O:17].C(N(CC)CC)C.[F:44][C:45]([F:58])([F:57])[S:46](O[S:46]([C:45]([F:58])([F:57])[F:44])(=[O:48])=[O:47])(=[O:48])=[O:47]. (2) Given the product [Cl:18][C:19]1[N:27]=[C:26]([Cl:28])[C:25]([F:29])=[CH:24][C:20]=1[C:21]([O:23][C:2]([CH3:7])([CH3:3])[CH3:1])=[O:22], predict the reactants needed to synthesize it. The reactants are: [CH3:1][C:2]1[CH:7]=CC(S(Cl)(=O)=O)=C[CH:3]=1.N1C=CC=CC=1.[Cl:18][C:19]1[N:27]=[C:26]([Cl:28])[C:25]([F:29])=[CH:24][C:20]=1[C:21]([OH:23])=[O:22].C(=O)([O-])O.[Na+]. (3) Given the product [Br-:1].[CH2:2]([P+:23]([C:24]1[CH:25]=[CH:26][CH:27]=[CH:28][CH:29]=1)([C:30]1[CH:35]=[CH:34][CH:33]=[CH:32][CH:31]=1)[C:17]1[CH:18]=[CH:19][CH:20]=[CH:21][CH:22]=1)[CH2:3][CH2:4][CH2:5][CH2:6][CH2:7][CH2:8][CH2:9][CH2:10][CH2:11][CH2:12][CH2:13][CH2:14][CH2:15][CH3:16], predict the reactants needed to synthesize it. The reactants are: [Br:1][CH2:2][CH2:3][CH2:4][CH2:5][CH2:6][CH2:7][CH2:8][CH2:9][CH2:10][CH2:11][CH2:12][CH2:13][CH2:14][CH2:15][CH3:16].[C:17]1([P:23]([C:30]2[CH:35]=[CH:34][CH:33]=[CH:32][CH:31]=2)[C:24]2[CH:29]=[CH:28][CH:27]=[CH:26][CH:25]=2)[CH:22]=[CH:21][CH:20]=[CH:19][CH:18]=1. (4) Given the product [F:1][C:2]([F:7])([F:6])[C:3]([OH:5])=[O:4].[F:8][C:9]([F:14])([F:13])[C:10]([OH:12])=[O:11].[Cl:22][C:23]1[CH:24]=[N:25][C:26]2[NH:27][C:28]3[CH:29]=[N:30][CH:31]=[C:32]([CH:54]=3)[CH2:33][CH2:34][C:35]3[CH:43]=[C:39]([NH:40][C:41]=1[N:42]=2)[CH:38]=[CH:37][C:36]=3[NH:44][C:45](=[O:53])[CH2:46][CH:47]1[CH2:52][CH2:51][N:50]([C:56]([NH:55][C:58]2[CH:63]=[CH:62][C:61]([O:64][CH3:65])=[CH:60][CH:59]=2)=[O:57])[CH2:49][CH2:48]1, predict the reactants needed to synthesize it. The reactants are: [F:1][C:2]([F:7])([F:6])[C:3]([OH:5])=[O:4].[F:8][C:9]([F:14])([F:13])[C:10]([OH:12])=[O:11].FC(F)(F)C(O)=O.[Cl:22][C:23]1[CH:24]=[N:25][C:26]2[NH:27][C:28]3[CH:29]=[N:30][CH:31]=[C:32]([CH:54]=3)[CH2:33][CH2:34][C:35]3[CH:43]=[C:39]([NH:40][C:41]=1[N:42]=2)[CH:38]=[CH:37][C:36]=3[NH:44][C:45](=[O:53])[CH2:46][CH:47]1[CH2:52][CH2:51][NH:50][CH2:49][CH2:48]1.[N:55]([C:58]1[CH:63]=[CH:62][C:61]([O:64][CH3:65])=[CH:60][CH:59]=1)=[C:56]=[O:57]. (5) Given the product [C:1]([O:5][C:6]([N:8]1[CH2:11][C:10]2([CH2:14][CH:13]([NH:15][C:16]3[C:21]([C:22]4[CH:23]=[N:24][N:25]([CH3:27])[CH:26]=4)=[CH:20][N:19]=[C:18]([C:39]4[CH:38]=[CH:37][CH:36]=[C:35]([C:33]5[CH:32]=[N:31][N:30]([CH3:29])[CH:34]=5)[CH:40]=4)[N:17]=3)[CH2:12]2)[CH2:9]1)=[O:7])([CH3:4])([CH3:3])[CH3:2], predict the reactants needed to synthesize it. The reactants are: [C:1]([O:5][C:6]([N:8]1[CH2:11][C:10]2([CH2:14][CH:13]([NH:15][C:16]3[C:21]([C:22]4[CH:23]=[N:24][N:25]([CH3:27])[CH:26]=4)=[CH:20][N:19]=[C:18](Cl)[N:17]=3)[CH2:12]2)[CH2:9]1)=[O:7])([CH3:4])([CH3:3])[CH3:2].[CH3:29][N:30]1[CH:34]=[C:33]([C:35]2[CH:40]=[CH:39][CH:38]=[C:37](B3OC(C)(C)C(C)(C)O3)[CH:36]=2)[CH:32]=[N:31]1.C(Cl)Cl.C(=O)([O-])[O-].[Cs+].[Cs+]. (6) Given the product [CH:66]1([C:69]([NH:53][C@H:46]([C:47]2[CH:48]=[CH:49][CH:50]=[CH:51][CH:52]=2)[C:45]([N:38]2[CH2:39][C@@H:40]([CH2:42][O:43][CH3:44])[CH2:41][C@H:37]2[C:35]2[NH:36][C:32]([C:29]3[CH:28]=[CH:27][C:26]([C:23]4[CH:22]=[CH:21][C:20]([C:17]5[NH:16][C:15]([C@@H:10]6[CH2:11][CH2:12][C@H:13]([CH3:14])[N:9]6[C:7](=[O:8])[C@@H:6]([NH:5][C:3](=[O:4])[O:2][CH3:1])[CH:62]([CH3:64])[CH3:63])=[N:19][CH:18]=5)=[CH:25][CH:24]=4)=[CH:31][CH:30]=3)=[CH:33][N:34]=2)=[O:61])=[O:71])[CH2:68][CH2:67]1, predict the reactants needed to synthesize it. The reactants are: [CH3:1][O:2][C:3]([NH:5][C@@H:6]([CH:62]([CH3:64])[CH3:63])[C:7]([N:9]1[C@@H:13]([CH3:14])[CH2:12][CH2:11][C@H:10]1[C:15]1[NH:16][C:17]([C:20]2[CH:25]=[CH:24][C:23]([C:26]3[CH:31]=[CH:30][C:29]([C:32]4[NH:36][C:35]([C@@H:37]5[CH2:41][C@H:40]([CH2:42][O:43][CH3:44])[CH2:39][N:38]5[C:45](=[O:61])[C@H:46]([NH:53]C(=O)OC(C)(C)C)[C:47]5[CH:52]=[CH:51][CH:50]=[CH:49][CH:48]=5)=[N:34][CH:33]=4)=[CH:28][CH:27]=3)=[CH:22][CH:21]=2)=[CH:18][N:19]=1)=[O:8])=[O:4].Cl.[CH:66]1([C:69]([OH:71])=O)[CH2:68][CH2:67]1.CCOC(C(C#N)=NOC(N1CCOCC1)=[N+](C)C)=O.F[P-](F)(F)(F)(F)F.CCN(C(C)C)C(C)C.